Dataset: Reaction yield outcomes from USPTO patents with 853,638 reactions. Task: Predict the reaction yield, written as a fraction of the theoretical maximum amount of product (1.0 means a 100% yield; for example, 0.34 means a 34% yield). The reactants are [CH:1]1([NH2:5])[CH2:4][CH2:3][CH2:2]1.C(N(CC)C(C)C)(C)C.N1C=CC=CC=1.[CH3:21][S:22](Cl)(=[O:24])=[O:23]. The catalyst is C(Cl)Cl. The product is [CH:1]1([NH:5][S:22]([CH3:21])(=[O:24])=[O:23])[CH2:4][CH2:3][CH2:2]1. The yield is 0.980.